From a dataset of Full USPTO retrosynthesis dataset with 1.9M reactions from patents (1976-2016). Predict the reactants needed to synthesize the given product. (1) The reactants are: FC(F)C1C2C(F)(F)CCC(F)(F)C=2N(CC(N[C@H](C2C(C3C=C4C(=CC=3)CNC4=O)=CN=C([C:46]#[C:47][C:48]([OH:51])([CH3:50])[CH3:49])N=2)CC2C=C(F)C=C(F)C=2)=O)N=1.[F:53][C:54]1([F:99])[C:58]2[N:59]([CH2:66][C:67]([NH:69][C@H:70]([C:80]3[C:85]([C:86]4[CH:87]=[CH:88][C:89]([F:95])=[C:90]([CH:94]=4)[C:91]([NH2:93])=[O:92])=[CH:84][N:83]=[C:82](SC)[N:81]=3)[CH2:71][C:72]3[CH:77]=[C:76]([F:78])[CH:75]=[C:74]([F:79])[CH:73]=3)=[O:68])[N:60]=[C:61]([C:62]([F:65])([F:64])[F:63])[C:57]=2[C@H:56]2[CH2:98][C@@H:55]12.CC(O)(C#C)C. Given the product [F:53][C:54]1([F:99])[C:58]2[N:59]([CH2:66][C:67]([NH:69][C@H:70]([C:80]3[C:85]([C:86]4[CH:87]=[CH:88][C:89]([F:95])=[C:90]([CH:94]=4)[C:91]([NH2:93])=[O:92])=[CH:84][N:83]=[C:82]([C:46]#[C:47][C:48]([OH:51])([CH3:50])[CH3:49])[N:81]=3)[CH2:71][C:72]3[CH:77]=[C:76]([F:78])[CH:75]=[C:74]([F:79])[CH:73]=3)=[O:68])[N:60]=[C:61]([C:62]([F:65])([F:64])[F:63])[C:57]=2[C@H:56]2[CH2:98][C@@H:55]12, predict the reactants needed to synthesize it. (2) Given the product [Cl:20][C:21]1[CH:26]=[C:25]([O:27][C:28]([F:29])([F:30])[F:31])[CH:24]=[CH:23][C:22]=1[O:32][C:2]1[C:7]([C:8]([O:10][CH2:11][CH3:12])=[O:9])=[CH:6][N:5]=[C:4]([C:13]2[CH:18]=[CH:17][CH:16]=[C:15]([Cl:19])[CH:14]=2)[CH:3]=1, predict the reactants needed to synthesize it. The reactants are: Cl[C:2]1[C:7]([C:8]([O:10][CH2:11][CH3:12])=[O:9])=[CH:6][N:5]=[C:4]([C:13]2[CH:18]=[CH:17][CH:16]=[C:15]([Cl:19])[CH:14]=2)[CH:3]=1.[Cl:20][C:21]1[CH:26]=[C:25]([O:27][C:28]([F:31])([F:30])[F:29])[CH:24]=[CH:23][C:22]=1[OH:32].C(=O)([O-])[O-].[K+].[K+]. (3) Given the product [Cl:1][C:2]1[CH:3]=[C:4]([CH2:18][O:19][CH3:24])[CH:5]=[C:6]([Cl:17])[C:7]=1[O:8][C:9]1[CH:10]=[CH:11][C:12]([O:15][CH3:16])=[CH:13][CH:14]=1, predict the reactants needed to synthesize it. The reactants are: [Cl:1][C:2]1[CH:3]=[C:4]([CH2:18][OH:19])[CH:5]=[C:6]([Cl:17])[C:7]=1[O:8][C:9]1[CH:14]=[CH:13][C:12]([O:15][CH3:16])=[CH:11][CH:10]=1.[H-].[Na+].[H][H].[CH3:24]I. (4) Given the product [O:1]1[C:6]2[CH:7]=[CH:8][C:9]([NH:11][C:12]3[CH:17]=[C:16]([C:25]4[CH:26]=[CH:27][C:22]([C:19](=[O:21])[CH3:20])=[CH:23][CH:24]=4)[CH:15]=[CH:14][N:13]=3)=[CH:10][C:5]=2[O:4][CH2:3][CH2:2]1, predict the reactants needed to synthesize it. The reactants are: [O:1]1[C:6]2[CH:7]=[CH:8][C:9]([NH:11][C:12]3[CH:17]=[C:16](I)[CH:15]=[CH:14][N:13]=3)=[CH:10][C:5]=2[O:4][CH2:3][CH2:2]1.[C:19]([C:22]1[CH:27]=[CH:26][C:25](B(O)O)=[CH:24][CH:23]=1)(=[O:21])[CH3:20].